This data is from TCR-epitope binding with 47,182 pairs between 192 epitopes and 23,139 TCRs. The task is: Binary Classification. Given a T-cell receptor sequence (or CDR3 region) and an epitope sequence, predict whether binding occurs between them. (1) The epitope is YLQPRTFLL. The TCR CDR3 sequence is CAGDYLNTGELFF. Result: 1 (the TCR binds to the epitope). (2) The epitope is TPRVTGGGAM. The TCR CDR3 sequence is CASSLGQGATYEQYF. Result: 0 (the TCR does not bind to the epitope). (3) The epitope is KPLEFGATSAAL. The TCR CDR3 sequence is CASSQAGLANEQYF. Result: 1 (the TCR binds to the epitope). (4) The epitope is RLRAEAQVK. The TCR CDR3 sequence is CASSLGESGRAHEQFF. Result: 1 (the TCR binds to the epitope). (5) The epitope is GTITVEELK. The TCR CDR3 sequence is CASSYLAGGRDTQYF. Result: 0 (the TCR does not bind to the epitope). (6) The epitope is KTWGQYWQV. The TCR CDR3 sequence is CASSYGQITGELFF. Result: 0 (the TCR does not bind to the epitope). (7) The epitope is YLDAYNMMI. The TCR CDR3 sequence is CASSITLGNEQFF. Result: 1 (the TCR binds to the epitope). (8) Result: 0 (the TCR does not bind to the epitope). The TCR CDR3 sequence is CASSLGQGLANYGYTF. The epitope is KLPDDFTGCV. (9) The TCR CDR3 sequence is CSVDTGFGTGELFF. The epitope is LLALHRSYL. Result: 0 (the TCR does not bind to the epitope). (10) The epitope is LLFNKVTLA. The TCR CDR3 sequence is CASSFGFGGIEQYF. Result: 1 (the TCR binds to the epitope).